From a dataset of CYP3A4 inhibition data for predicting drug metabolism from PubChem BioAssay. Regression/Classification. Given a drug SMILES string, predict its absorption, distribution, metabolism, or excretion properties. Task type varies by dataset: regression for continuous measurements (e.g., permeability, clearance, half-life) or binary classification for categorical outcomes (e.g., BBB penetration, CYP inhibition). Dataset: cyp3a4_veith. The result is 0 (non-inhibitor). The compound is Cn1c(O)c(C(=N)COc2ccccc2)c(=O)n(C)c1=O.